Predict the reaction yield, written as a fraction of the theoretical maximum amount of product (1.0 means a 100% yield; for example, 0.34 means a 34% yield). From a dataset of Reaction yield outcomes from USPTO patents with 853,638 reactions. (1) The reactants are [C:1](#[N:4])[CH:2]=[CH2:3].[CH3:5][C:6]([C:8]([CH3:10])=[CH2:9])=[CH2:7]. The catalyst is C1(C)C=CC=CC=1. The product is [CH3:7][C:6]1[CH2:5][CH:2]([C:1]#[N:4])[CH2:3][CH2:9][C:8]=1[CH3:10]. The yield is 0.870. (2) The reactants are [CH3:1][C:2]1([C:6]2[C:10]3[CH2:11][N:12]([C:15]([O:17]C(C)(C)C)=O)[CH2:13][CH2:14][C:9]=3[NH:8][N:7]=2)[CH2:5][CH2:4][CH2:3]1.[Cl:22][C:23]1[CH:28]=[CH:27][CH:26]=[C:25]([N:29]=C=O)[CH:24]=1. The catalyst is Cl.O1CCOCC1. The product is [Cl:22][C:23]1[CH:24]=[C:25]([NH:29][C:15]([N:12]2[CH2:13][CH2:14][C:9]3[NH:8][N:7]=[C:6]([C:2]4([CH3:1])[CH2:3][CH2:4][CH2:5]4)[C:10]=3[CH2:11]2)=[O:17])[CH:26]=[CH:27][CH:28]=1. The yield is 0.562. (3) The reactants are [CH3:1][O:2][C:3]1[CH:4]=[C:5]2[C:10](=[C:11]3[CH2:15][C:14]([CH3:17])([CH3:16])[O:13][C:12]=13)[C:9]([C:18]1[CH:19]=[C:20]([NH2:24])[CH:21]=[CH:22][CH:23]=1)=[N:8][C:7]([CH3:26])([CH3:25])[CH2:6]2.[N:27]([CH2:30][C:31](OCC)=[O:32])=[C:28]=[O:29]. The catalyst is O1CCCC1. The product is [CH3:1][O:2][C:3]1[CH:4]=[C:5]2[C:10](=[C:11]3[CH2:15][C:14]([CH3:17])([CH3:16])[O:13][C:12]=13)[C:9]([C:18]1[CH:19]=[C:20]([N:24]3[C:31](=[O:32])[CH2:30][NH:27][C:28]3=[O:29])[CH:21]=[CH:22][CH:23]=1)=[N:8][C:7]([CH3:26])([CH3:25])[CH2:6]2. The yield is 0.580. (4) The reactants are [Br:1][C:2]1[CH:11]=[CH:10][C:5]([C:6](=O)[CH2:7]Br)=[CH:4][CH:3]=1.[NH2:12][C:13]1[CH:18]=[CH:17][CH:16]=[CH:15][N:14]=1.C(=O)([O-])O.[Na+]. The catalyst is C(O)C. The product is [Br:1][C:2]1[CH:11]=[CH:10][C:5]([C:6]2[N:12]=[C:13]3[CH:18]=[CH:17][CH:16]=[CH:15][N:14]3[CH:7]=2)=[CH:4][CH:3]=1. The yield is 0.850. (5) The reactants are [NH2:1][C@H:2]([C:4]([N:6]1[C:12](=[O:13])[CH:11]([CH3:14])[C:10]2[CH:15]=[CH:16][CH:17]=[CH:18][C:9]=2[C:8]2[C:19]([NH2:23])=[CH:20][CH:21]=[CH:22][C:7]1=2)=[O:5])[CH3:3].N1C=CC=CC=1.[CH2:30]([S:38](Cl)(=[O:40])=[O:39])[CH2:31][CH2:32][CH2:33][CH2:34][CH2:35][CH2:36][CH3:37]. The catalyst is CN(C=O)C. The product is [CH2:30]([S:38]([NH:1][C@H:2]([C:4]([N:6]1[C:12](=[O:13])[CH:11]([CH3:14])[C:10]2[CH:15]=[CH:16][CH:17]=[CH:18][C:9]=2[C:8]2[C:19]([NH2:23])=[CH:20][CH:21]=[CH:22][C:7]1=2)=[O:5])[CH3:3])(=[O:40])=[O:39])[CH2:31][CH2:32][CH2:33][CH2:34][CH2:35][CH2:36][CH3:37]. The yield is 0.340. (6) The reactants are C(OC(=O)[NH:7][CH2:8][C:9](=[O:23])[NH:10][CH2:11][C:12]1[CH:17]=[C:16]([C:18]([F:21])([F:20])[F:19])[CH:15]=[C:14]([F:22])[CH:13]=1)(C)(C)C.[C:25]([OH:31])([C:27]([F:30])([F:29])[F:28])=[O:26]. No catalyst specified. The product is [F:28][C:27]([F:30])([F:29])[C:25]([OH:31])=[O:26].[NH2:7][CH2:8][C:9]([NH:10][CH2:11][C:12]1[CH:17]=[C:16]([C:18]([F:19])([F:20])[F:21])[CH:15]=[C:14]([F:22])[CH:13]=1)=[O:23]. The yield is 0.990. (7) The reactants are [CH2:1]([C:3]1[N:4]([C:28]2[CH:33]=[CH:32][C:31]([OH:34])=[CH:30][CH:29]=2)[C:5](=[O:27])[C:6]([CH2:12][C:13]2[CH:18]=[CH:17][C:16]([C:19]3[C:20]([C:25]#[N:26])=[CH:21][CH:22]=[CH:23][CH:24]=3)=[CH:15][CH:14]=2)=[C:7]([CH2:9][CH2:10][CH3:11])[N:8]=1)[CH3:2].[O:35]1[CH2:40][CH2:39][CH:38](O)[CH2:37][CH2:36]1.C1(P(C2C=CC=CC=2)C2C=CC=CC=2)C=CC=CC=1.[N:62]([C:63]([O:65]C(C)C)=[O:64])=[N:62][C:63]([O:65]C(C)C)=[O:64]. The catalyst is O1CCCC1.C(OCC)(=O)C. The product is [CH2:1]([C:3]1[N:4]([C:28]2[CH:33]=[CH:32][C:31]([O:34][CH:38]3[CH2:39][CH2:40][O:35][CH2:36][CH2:37]3)=[CH:30][CH:29]=2)[C:5](=[O:27])[C:6]([CH2:12][C:13]2[CH:18]=[CH:17][C:16]([C:19]3[CH:24]=[CH:23][CH:22]=[CH:21][C:20]=3[C:25]3[NH:62][C:63](=[O:64])[O:65][N:26]=3)=[CH:15][CH:14]=2)=[C:7]([CH2:9][CH2:10][CH3:11])[N:8]=1)[CH3:2]. The yield is 0.350.